Dataset: Forward reaction prediction with 1.9M reactions from USPTO patents (1976-2016). Task: Predict the product of the given reaction. Given the reactants [C:1]([NH:5][S:6]([C:9]1[CH:14]=[C:13]([C:15]([N:17]2[CH2:22][CH2:21][C:20]([CH2:29][CH2:30][OH:31])([C:23]3[CH:28]=[CH:27][CH:26]=[CH:25][CH:24]=3)[O:19][CH2:18]2)=[O:16])[C:12]([Cl:32])=[CH:11][C:10]=1[F:33])(=[O:8])=[O:7])([CH3:4])([CH3:3])[CH3:2].CS(C)=O.C(N(C(C)C)CC)(C)C.C([O-])(O)=O.[Na+], predict the reaction product. The product is: [C:1]([NH:5][S:6]([C:9]1[CH:14]=[C:13]([C:15]([N:17]2[CH2:22][CH2:21][C:20]([CH2:29][CH:30]=[O:31])([C:23]3[CH:28]=[CH:27][CH:26]=[CH:25][CH:24]=3)[O:19][CH2:18]2)=[O:16])[C:12]([Cl:32])=[CH:11][C:10]=1[F:33])(=[O:8])=[O:7])([CH3:4])([CH3:2])[CH3:3].